This data is from Reaction yield outcomes from USPTO patents with 853,638 reactions. The task is: Predict the reaction yield, written as a fraction of the theoretical maximum amount of product (1.0 means a 100% yield; for example, 0.34 means a 34% yield). (1) The reactants are [SH:1][C:2]1[S:3][C:4]2[CH2:14][CH2:13][C:12]3[C:7](=[CH:8][CH:9]=[C:10]([O:15][CH2:16][C:17]([O:19]CC)=[O:18])[CH:11]=3)[C:5]=2[N:6]=1.[C:22]1([CH:28]([C:32]2[CH:37]=[CH:36][CH:35]=[CH:34][CH:33]=2)[CH2:29][CH2:30]I)[CH:27]=[CH:26][CH:25]=[CH:24][CH:23]=1. No catalyst specified. The product is [C:22]1([CH:28]([C:32]2[CH:33]=[CH:34][CH:35]=[CH:36][CH:37]=2)[CH2:29][CH2:30][S:1][C:2]2[S:3][C:4]3[CH2:14][CH2:13][C:12]4[C:7](=[CH:8][CH:9]=[C:10]([O:15][CH2:16][C:17]([OH:19])=[O:18])[CH:11]=4)[C:5]=3[N:6]=2)[CH:27]=[CH:26][CH:25]=[CH:24][CH:23]=1. The yield is 0.540. (2) The reactants are [F:1][C:2]([F:13])([F:12])[C:3]1[C:11]2[CH2:10][CH2:9][CH2:8][CH2:7][C:6]=2[NH:5][N:4]=1.CC(C)([O-])C.[K+].CN(C=O)C.Br[CH2:26][CH2:27][CH2:28][CH2:29][C:30]([O:32][CH3:33])=[O:31]. The catalyst is O. The product is [F:13][C:2]([F:1])([F:12])[C:3]1[C:11]2[CH2:10][CH2:9][CH2:8][CH2:7][C:6]=2[N:5]([CH2:26][CH2:27][CH2:28][CH2:29][C:30]([O:32][CH3:33])=[O:31])[N:4]=1. The yield is 0.690.